Dataset: Retrosynthesis with 50K atom-mapped reactions and 10 reaction types from USPTO. Task: Predict the reactants needed to synthesize the given product. (1) Given the product CC(C)Cn1c(=O)n(C)c(=O)c2c(-c3cc(C(=O)NCCNC(C)C)cn3C)n(Cc3c[nH]c4ccc(Cl)cc34)nc21, predict the reactants needed to synthesize it. The reactants are: CC(C)Cn1c(=O)n(C)c(=O)c2c(-c3cc(C(=O)O)cn3C)n(Cc3c[nH]c4ccc(Cl)cc34)nc21.CC(C)NCCN. (2) Given the product O=Cc1cnn2c(-c3cccnc3)ccnc12, predict the reactants needed to synthesize it. The reactants are: CN(C)C=O.c1cncc(-c2ccnc3ccnn23)c1. (3) Given the product NC(=O)C1CN(c2cc(F)c(N3CCCS(=O)(=O)CC3)c(F)c2)C(=O)O1, predict the reactants needed to synthesize it. The reactants are: COC(=O)C1CN(c2cc(F)c(N3CCCS(=O)(=O)CC3)c(F)c2)C(=O)O1.N. (4) Given the product CO[C@H]1[C@H](C)OC(OC(=O)c2ccc([N+](=O)[O-])cc2)C[C@H]1NC(=O)C(F)(F)F, predict the reactants needed to synthesize it. The reactants are: CO[C@H]1[C@H](C)O[C@@H](O)C[C@H]1NC(=O)C(F)(F)F.O=C(Cl)c1ccc([N+](=O)[O-])cc1. (5) Given the product CCOC(=O)C1=C(C)NC(C=O)=C(C(=O)OCC)C1c1cccs1, predict the reactants needed to synthesize it. The reactants are: CCOC(=O)C1=C(C)NC(C(OCC)OCC)=C(C(=O)OCC)C1c1cccs1. (6) Given the product CC(=O)N1CCC(CC(=O)O)CC1, predict the reactants needed to synthesize it. The reactants are: CCOC(=O)CC1CCN(C(C)=O)CC1. (7) Given the product CC(C)N1CCn2c(CC3(c4ccc(Cl)c(Cl)c4)CCCC3)nc(=O)c(O)c2C1=O, predict the reactants needed to synthesize it. The reactants are: CC(C)N1CCn2c(CC3(c4ccc(Cl)c(Cl)c4)CCCC3)nc(=O)c(OCc3ccccc3)c2C1=O.